Dataset: Forward reaction prediction with 1.9M reactions from USPTO patents (1976-2016). Task: Predict the product of the given reaction. (1) The product is: [Br:1][C:2]1[C:3]([CH3:14])=[N:4][N:5]([CH2:20][C:17]2[CH:18]=[CH:19][O:15][CH:16]=2)[C:6]=1[C:7]1[CH:12]=[CH:11][C:10]([F:13])=[CH:9][CH:8]=1. Given the reactants [Br:1][C:2]1[C:3]([CH3:14])=[N:4][NH:5][C:6]=1[C:7]1[CH:12]=[CH:11][C:10]([F:13])=[CH:9][CH:8]=1.[O:15]1[CH:19]=[CH:18][C:17]([CH2:20]O)=[CH:16]1.C1(P(C2C=CC=CC=2)C2C=CC=CC=2)C=CC=CC=1.N(C(OC(C)C)=O)=NC(OC(C)C)=O, predict the reaction product. (2) Given the reactants [CH3:1][N:2]([CH2:4][CH2:5][N:6]1[C:20](=[O:21])[C:15]2=[CH:16][C:17]([NH2:19])=[CH:18][C:13]3[C:14]2=[C:9]([CH:10]=[CH:11][CH:12]=3)[C:7]1=[O:8])[CH3:3].[Cl:22][C:23]1[CH:28]=[CH:27][C:26]([N:29]=[C:30]=[S:31])=[CH:25][CH:24]=1, predict the reaction product. The product is: [CH3:3][N:2]([CH3:1])[CH2:4][CH2:5][N:6]1[C:20](=[O:21])[C:15]2[CH:16]=[C:17]([NH:19][C:30]([NH:29][C:26]3[CH:27]=[CH:28][C:23]([Cl:22])=[CH:24][CH:25]=3)=[S:31])[CH:18]=[C:13]3[C:14]=2[C:9](=[CH:10][CH:11]=[CH:12]3)[C:7]1=[O:8]. (3) Given the reactants [N:1]1[CH:2]=[CH:3][N:4]2[CH:9]=[CH:8][C:7]([NH2:10])=[N:6][C:5]=12.Br[C:12]1[C:13](=[O:20])[N:14]([CH3:19])[CH:15]=[C:16]([Br:18])[CH:17]=1.CC1(C)C2C(=C(P(C3C=CC=CC=3)C3C=CC=CC=3)C=CC=2)OC2C(P(C3C=CC=CC=3)C3C=CC=CC=3)=CC=CC1=2.C([O-])([O-])=O.[Cs+].[Cs+], predict the reaction product. The product is: [Br:18][C:16]1[CH:17]=[C:12]([NH:10][C:7]2[CH:8]=[CH:9][N:4]3[CH:3]=[CH:2][N:1]=[C:5]3[N:6]=2)[C:13](=[O:20])[N:14]([CH3:19])[CH:15]=1. (4) Given the reactants [NH2:1][C:2]1[CH:3]=[CH:4][CH:5]=[C:6]2[C:10]=1[C:9](=[O:11])[N:8]([C@@H:12]([C:18]1[CH:23]=[CH:22][C:21]([O:24][CH3:25])=[C:20]([OH:26])[CH:19]=1)[CH2:13][S:14]([CH3:17])(=[O:16])=[O:15])[CH2:7]2.[CH:27]1([C:30](Cl)=[O:31])[CH2:29][CH2:28]1, predict the reaction product. The product is: [OH:26][C:20]1[CH:19]=[C:18]([C@H:12]([N:8]2[C:9](=[O:11])[C:10]3[C:6](=[CH:5][CH:4]=[CH:3][C:2]=3[NH:1][C:30]([CH:27]3[CH2:29][CH2:28]3)=[O:31])[CH2:7]2)[CH2:13][S:14]([CH3:17])(=[O:16])=[O:15])[CH:23]=[CH:22][C:21]=1[O:24][CH3:25]. (5) Given the reactants C(O[C:6](=O)[N:7]([C@H:9]([C:11](=[O:41])[NH:12][C@@H:13]1[C:19](=[O:20])[N:18]([CH2:21][C:22]2[C:31]3[C:26](=[CH:27][C:28]([C:32](=[O:34])[CH3:33])=[CH:29][CH:30]=3)[CH:25]=[CH:24][C:23]=2[O:35][CH3:36])[C:17]2[CH:37]=[CH:38][CH:39]=[CH:40][C:16]=2[CH2:15][CH2:14]1)[CH3:10])C)(C)(C)C.[ClH:43].O1CCOCC1, predict the reaction product. The product is: [ClH:43].[C:32]([C:28]1[CH:27]=[C:26]2[C:31](=[CH:30][CH:29]=1)[C:22]([CH2:21][N:18]1[C:19](=[O:20])[C@@H:13]([NH:12][C:11](=[O:41])[C@@H:9]([NH:7][CH3:6])[CH3:10])[CH2:14][CH2:15][C:16]3[CH:40]=[CH:39][CH:38]=[CH:37][C:17]1=3)=[C:23]([O:35][CH3:36])[CH:24]=[CH:25]2)(=[O:34])[CH3:33].